From a dataset of Reaction yield outcomes from USPTO patents with 853,638 reactions. Predict the reaction yield, written as a fraction of the theoretical maximum amount of product (1.0 means a 100% yield; for example, 0.34 means a 34% yield). (1) The reactants are [NH2:1][C:2]1[CH:3]=[C:4]2[C:9](=[CH:10][CH:11]=1)[N:8]=[CH:7][C:6]([C:12]#[N:13])=[C:5]2[NH:14][C:15]1[CH:20]=[CH:19][C:18]([F:21])=[C:17]([Cl:22])[CH:16]=1.[O:23]1[CH:27]=[CH:26][CH:25]=[C:24]1[CH:28]=O.C(O)(=O)C.[BH3-]C#N.[Na+]. The catalyst is C(O)C. The product is [Cl:22][C:17]1[CH:16]=[C:15]([NH:14][C:5]2[C:4]3[C:9](=[CH:10][CH:11]=[C:2]([NH:1][CH2:28][C:24]4[O:23][CH:27]=[CH:26][CH:25]=4)[CH:3]=3)[N:8]=[CH:7][C:6]=2[C:12]#[N:13])[CH:20]=[CH:19][C:18]=1[F:21]. The yield is 0.950. (2) The reactants are [Br:1][C:2]1[CH:7]=[CH:6][C:5]([NH:8][C:9]2[N:10]([CH3:32])[C:11](=[O:31])[C:12]([CH3:30])=[CH:13][C:14]=2[C:15]([NH:17][O:18][CH2:19][C@@H:20]([O:22][Si](C(C)(C)C)(C)C)[CH3:21])=[O:16])=[C:4]([F:33])[CH:3]=1.Cl. The catalyst is C1COCC1.CCOC(C)=O. The product is [Br:1][C:2]1[CH:7]=[CH:6][C:5]([NH:8][C:9]2[N:10]([CH3:32])[C:11](=[O:31])[C:12]([CH3:30])=[CH:13][C:14]=2[C:15]([NH:17][O:18][CH2:19][C@@H:20]([OH:22])[CH3:21])=[O:16])=[C:4]([F:33])[CH:3]=1. The yield is 0.690.